Predict the reactants needed to synthesize the given product. From a dataset of Full USPTO retrosynthesis dataset with 1.9M reactions from patents (1976-2016). Given the product [F:19][CH:2]([F:1])[C:3]1[C:4]([O:11][CH2:12][CH2:13][CH2:14][Si:15]([CH3:17])([CH3:16])[CH3:18])=[CH:5][C:6]([CH3:10])=[C:7]([N:8]=[CH:22][N:23]([CH2:24][CH3:25])[CH3:26])[CH:9]=1, predict the reactants needed to synthesize it. The reactants are: [F:1][CH:2]([F:19])[C:3]1[C:4]([O:11][CH2:12][CH2:13][CH2:14][Si:15]([CH3:18])([CH3:17])[CH3:16])=[CH:5][C:6]([CH3:10])=[C:7]([CH:9]=1)[NH2:8].CO[CH:22](OC)[N:23]([CH3:26])[CH2:24][CH3:25].